This data is from Buchwald-Hartwig C-N cross coupling reaction yields with 55,370 reactions. The task is: Predict the reaction yield, written as a fraction of the theoretical maximum amount of product (1.0 means a 100% yield; for example, 0.34 means a 34% yield). The reactants are CCc1ccc(Cl)cc1.Cc1ccc(N)cc1.O=S(=O)(O[Pd]1c2ccccc2-c2ccccc2N~1)C(F)(F)F.CC(C)c1cc(C(C)C)c(-c2ccccc2P(C2CCCCC2)C2CCCCC2)c(C(C)C)c1.CN(C)C(=NC(C)(C)C)N(C)C.Cc1cc(-c2ccccc2)on1. No catalyst specified. The product is CCc1ccc(Nc2ccc(C)cc2)cc1. The yield is 0.0342.